Dataset: Forward reaction prediction with 1.9M reactions from USPTO patents (1976-2016). Task: Predict the product of the given reaction. (1) Given the reactants [CH3:1][CH:2]1[C:10]2[CH:9]=[N:8][C:7]([NH:11][CH:12]3[CH2:17][CH2:16][O:15][CH2:14][CH2:13]3)=[N:6][C:5]=2[CH2:4][N:3]1C(OC(C)(C)C)=O.Cl, predict the reaction product. The product is: [CH3:1][CH:2]1[C:10]2[CH:9]=[N:8][C:7]([NH:11][CH:12]3[CH2:17][CH2:16][O:15][CH2:14][CH2:13]3)=[N:6][C:5]=2[CH2:4][NH:3]1. (2) The product is: [F:1][C:2]1[C:3]([F:12])=[CH:4][C:5]2[S:9][C:8](=[N:10][C:17](=[O:18])[C:16]3[CH:20]=[CH:21][CH:22]=[CH:23][C:15]=3[O:14][CH3:13])[N:7]([CH:25]([CH2:30][CH3:31])[C:26]([OH:28])=[O:27])[C:6]=2[CH:11]=1. Given the reactants [F:1][C:2]1[C:3]([F:12])=[CH:4][C:5]2[S:9][C:8]([NH2:10])=[N:7][C:6]=2[CH:11]=1.[CH3:13][O:14][C:15]1[CH:23]=[CH:22][CH:21]=[CH:20][C:16]=1[C:17](Cl)=[O:18].Br[CH:25]([CH2:30][CH3:31])[C:26]([O:28]C)=[O:27].COC1C=CC2N=C(N)SC=2C=1.ClC1C=C(C=CC=1)C(Cl)=O.BrCC(OCC)=O, predict the reaction product. (3) The product is: [CH3:1][O:2][C:3]1[CH:12]=[C:11]2[C:6]([CH2:7][CH2:8][C@H:9]([NH2:30])[CH2:10]2)=[CH:5][CH:4]=1. Given the reactants [CH3:1][O:2][C:3]1[CH:12]=[C:11]2[C:6]([CH2:7][CH2:8][C:9](=O)[CH2:10]2)=[CH:5][CH:4]=1.O=C[C@@H]([C@H]([C@@H]([C@@H](CO)O)O)O)O.C1C=[N+:30]([C@@H]2O[C@H](COP(OP(OC[C@H]3O[C@@H](N4C5N=CN=C(N)C=5N=C4)[C@H](O)[C@@H]3O)(O)=O)(O)=O)[C@@H](O)[C@H]2O)C=C(C(N)=O)C=1.P([O-])([O-])([O-])=O.N[C@H](C(O)=O)C.CC1N=CC(COP(O)(O)=O)=C(C=O)C=1O.[OH-].[Na+].COC1C=C2C(CCC(N)C2)=CC=1, predict the reaction product. (4) Given the reactants [CH3:1][N:2]([CH3:28])[C:3]([N:5]1[CH2:10][CH2:9][N:8]([CH2:11][C:12]2[S:20][C:19]3[C:18]([N:21]4[CH2:26][CH2:25][O:24][CH2:23][CH2:22]4)=[N:17][C:16](Cl)=[N:15][C:14]=3[CH:13]=2)[CH2:7][CH2:6]1)=[O:4].[CH3:29][O:30][C:31]1[N:36]=[C:35]([O:37][CH3:38])[C:34](B2OC(C)(C)C(C)(C)O2)=[CH:33][N:32]=1, predict the reaction product. The product is: [CH3:29][O:30][C:31]1[N:36]=[C:35]([O:37][CH3:38])[C:34]([C:16]2[N:17]=[C:18]([N:21]3[CH2:26][CH2:25][O:24][CH2:23][CH2:22]3)[C:19]3[S:20][C:12]([CH2:11][N:8]4[CH2:9][CH2:10][N:5]([C:3]([N:2]([CH3:28])[CH3:1])=[O:4])[CH2:6][CH2:7]4)=[CH:13][C:14]=3[N:15]=2)=[CH:33][N:32]=1. (5) The product is: [Br:1][C:2]1[CH:7]=[CH:6][C:5]([F:8])=[C:4]([NH2:9])[CH:3]=1. Given the reactants [Br:1][C:2]1[CH:7]=[CH:6][C:5]([F:8])=[C:4]([N+:9]([O-])=O)[CH:3]=1.Cl[Sn]Cl, predict the reaction product. (6) Given the reactants Cl[C:2]1[C:7]([C:8]#[N:9])=[CH:6][CH:5]=[CH:4][N:3]=1.C([O-])([O-])=O.[Cs+].[Cs+].[C:16]([O:20][CH2:21][CH3:22])(=[O:19])[CH2:17][OH:18].CN1C(=O)CCC1, predict the reaction product. The product is: [CH2:21]([O:20][C:16]([C:17]1[O:18][C:2]2=[N:3][CH:4]=[CH:5][CH:6]=[C:7]2[C:8]=1[NH2:9])=[O:19])[CH3:22].